Dataset: Full USPTO retrosynthesis dataset with 1.9M reactions from patents (1976-2016). Task: Predict the reactants needed to synthesize the given product. (1) Given the product [NH2:1][C:2]1[CH:10]=[CH:9][C:5]([C:6]([N:15]2[CH2:14][CH2:13][N:12]([C:18]([O:20][C:21]([CH3:24])([CH3:23])[CH3:22])=[O:19])[CH2:17][CH2:16]2)=[O:8])=[CH:4][C:3]=1[F:11], predict the reactants needed to synthesize it. The reactants are: [NH2:1][C:2]1[CH:10]=[CH:9][C:5]([C:6]([OH:8])=O)=[CH:4][C:3]=1[F:11].[N:12]1([C:18]([O:20][C:21]([CH3:24])([CH3:23])[CH3:22])=[O:19])[CH2:17][CH2:16][NH:15][CH2:14][CH2:13]1.C(N(CC)CC)C.CCCP1(OP(CCC)(=O)OP(CCC)(=O)O1)=O. (2) Given the product [CH3:28][O:26][C:25]([C:9]1[N:8]([C:6]([O:5][C:1]([CH3:4])([CH3:2])[CH3:3])=[O:7])[C:12]2=[N:13][CH:14]=[C:15]([O:17][CH2:18][C:19]3[CH:20]=[CH:21][CH:22]=[CH:23][CH:24]=3)[CH:16]=[C:11]2[CH:10]=1)=[O:27], predict the reactants needed to synthesize it. The reactants are: [C:1]([O:5][C:6]([N:8]1[C:12]2=[N:13][CH:14]=[C:15]([O:17][CH2:18][C:19]3[CH:24]=[CH:23][CH:22]=[CH:21][CH:20]=3)[CH:16]=[C:11]2[CH:10]=[C:9]1[C:25]([OH:27])=[O:26])=[O:7])([CH3:4])([CH3:3])[CH3:2].[CH3:28]I. (3) Given the product [CH2:1]([O:8][C:9]1[C:14]([CH3:15])=[N:13][C:12]([N:16]2[C:20]([CH3:21])=[CH:19][CH:18]=[C:17]2[CH3:22])=[N:11][C:10]=1[CH2:23][CH2:25][CH2:26][CH2:27][CH3:28])[C:2]1[CH:7]=[CH:6][CH:5]=[CH:4][CH:3]=1, predict the reactants needed to synthesize it. The reactants are: [CH2:1]([O:8][C:9]1[C:10]([CH3:23])=[N:11][C:12]([N:16]2[C:20]([CH3:21])=[CH:19][CH:18]=[C:17]2[CH3:22])=[N:13][C:14]=1[CH3:15])[C:2]1[CH:7]=[CH:6][CH:5]=[CH:4][CH:3]=1.Br[CH2:25][CH2:26][CH2:27][CH3:28].[Li]CCCC. (4) Given the product [C:11]1([S:17]([C:20]2[C:21]([CH2:26][CH2:27][C:28]([OH:30])=[O:29])=[C:22]([CH:9]=[O:10])[NH:23][C:24]=2[CH3:25])(=[O:18])=[O:19])[CH:12]=[CH:13][CH:14]=[CH:15][CH:16]=1, predict the reactants needed to synthesize it. The reactants are: P(Cl)(Cl)(Cl)=O.CN([CH:9]=[O:10])C.[C:11]1([S:17]([C:20]2[C:21]([CH2:26][CH2:27][C:28]([OH:30])=[O:29])=[CH:22][NH:23][C:24]=2[CH3:25])(=[O:19])=[O:18])[CH:16]=[CH:15][CH:14]=[CH:13][CH:12]=1. (5) Given the product [CH2:11]([O:10][C:8]1[CH:9]=[C:4]2[C:5](=[CH:6][CH:7]=1)[NH:14][C:15]([C:16]1[CH:17]=[N:18][CH:19]=[CH:20][CH:21]=1)=[N:2][C:1]2=[O:3])[CH2:12][CH3:13], predict the reactants needed to synthesize it. The reactants are: [C:1]([C:4]1[CH:9]=[C:8]([O:10][CH2:11][CH2:12][CH3:13])[CH:7]=[CH:6][C:5]=1[NH:14][C:15](=O)[C:16]1[CH:21]=[CH:20][CH:19]=[N:18][CH:17]=1)(=[O:3])[NH2:2].[OH-].[Na+]. (6) Given the product [OH:8][N:9]1[C:14]2[N:15]=[CH:16][N:17]=[C:18]([CH3:19])[C:13]=2[C:12]([NH:20][CH2:21][C:22]2[CH:23]=[N:24][C:25]([O:28][CH2:29][C:30]([F:33])([F:32])[F:31])=[CH:26][CH:27]=2)=[CH:11][C:10]1=[O:34], predict the reactants needed to synthesize it. The reactants are: C([O:8][N:9]1[C:14]2[N:15]=[CH:16][N:17]=[C:18]([CH3:19])[C:13]=2[C:12]([NH:20][CH2:21][C:22]2[CH:23]=[N:24][C:25]([O:28][CH2:29][C:30]([F:33])([F:32])[F:31])=[CH:26][CH:27]=2)=[CH:11][C:10]1=[O:34])C1C=CC=CC=1.CO.[H][H]. (7) Given the product [C:7]([NH:6][C:5]1[CH:4]=[CH:3][C:2]([O:1][C:16](=[O:17])[N:15]([CH3:14])[C:19]2[CH:24]=[CH:23][CH:22]=[CH:21][CH:20]=2)=[CH:13][CH:12]=1)(=[O:11])[CH2:8][CH2:9][CH3:10], predict the reactants needed to synthesize it. The reactants are: [OH:1][C:2]1[CH:13]=[CH:12][C:5]([NH:6][C:7](=[O:11])[CH2:8][CH2:9][CH3:10])=[CH:4][CH:3]=1.[CH3:14][N:15]([C:19]1[CH:24]=[CH:23][CH:22]=[CH:21][CH:20]=1)[C:16](Cl)=[O:17]. (8) Given the product [Cl:1][C:2]1[CH:22]=[C:21]([CH2:26][CH2:27][CH3:28])[CH:20]=[CH:19][C:3]=1[C:4]([NH:6][C:7]1[CH:8]=[CH:9][C:10]2[C:14]([CH3:15])([CH3:16])[O:13][B:12]([OH:17])[C:11]=2[CH:18]=1)=[O:5], predict the reactants needed to synthesize it. The reactants are: [Cl:1][C:2]1[CH:22]=[C:21](C(C)C)[CH:20]=[CH:19][C:3]=1[C:4]([NH:6][C:7]1[CH:8]=[CH:9][C:10]2[C:14]([CH3:16])([CH3:15])[O:13][B:12]([OH:17])[C:11]=2[CH:18]=1)=[O:5].[CH2:26]([Sn](CCCC)(CCCC)CCCC)[CH:27]=[CH2:28]. (9) The reactants are: [CH2:1]([N:8]1[CH2:13][CH2:12][CH:11]([NH:14][C:15](=O)[CH3:16])[CH2:10][CH2:9]1)[C:2]1[CH:7]=[CH:6][CH:5]=[CH:4][CH:3]=1.P(Cl)(Cl)(Cl)(Cl)Cl.[F:24][C:25]([F:31])([CH3:30])[C:26]([NH:28][NH2:29])=O.[OH-].[Na+]. Given the product [CH2:1]([N:8]1[CH2:13][CH2:12][CH:11]([N:14]2[C:15]([CH3:16])=[N:29][N:28]=[C:26]2[C:25]([F:31])([F:24])[CH3:30])[CH2:10][CH2:9]1)[C:2]1[CH:3]=[CH:4][CH:5]=[CH:6][CH:7]=1, predict the reactants needed to synthesize it.